Dataset: Catalyst prediction with 721,799 reactions and 888 catalyst types from USPTO. Task: Predict which catalyst facilitates the given reaction. Reactant: O[CH2:2][C:3]1([CH2:16][OH:17])[CH2:8][CH2:7][CH2:6][N:5]([C:9]([O:11][C:12]([CH3:15])([CH3:14])[CH3:13])=[O:10])[CH2:4]1.C([Li])CCC.O1CCCC1.C1(C)C(S(Cl)(=O)=O)=CC=CC=1.[Cl-].[NH4+]. Product: [CH2:2]1[C:3]2([CH2:8][CH2:7][CH2:6][N:5]([C:9]([O:11][C:12]([CH3:13])([CH3:14])[CH3:15])=[O:10])[CH2:4]2)[CH2:16][O:17]1. The catalyst class is: 7.